From a dataset of Full USPTO retrosynthesis dataset with 1.9M reactions from patents (1976-2016). Predict the reactants needed to synthesize the given product. (1) Given the product [Br:1][C:2]1[CH:7]=[CH:6][CH:5]=[CH:4][C:3]=1[CH2:8][CH2:9][NH2:10], predict the reactants needed to synthesize it. The reactants are: [Br:1][C:2]1[CH:7]=[CH:6][CH:5]=[CH:4][C:3]=1[CH2:8][C:9]#[N:10].[H-].[Al+3].[Li+].[H-].[H-].[H-].[OH-].[K+]. (2) Given the product [CH3:5][CH2:4][N:3]([C:6]([C:8]1([C:13]2[CH:14]=[CH:15][CH:16]=[CH:17][CH:18]=2)[CH:10]([CH2:11][NH2:12])[CH2:9]1)=[O:7])[CH2:2][CH3:1].[ClH:19].[ClH:19], predict the reactants needed to synthesize it. The reactants are: [CH3:1][CH2:2][N:3]([C:6]([C:8]1([C:13]2[CH:14]=[CH:15][CH:16]=[CH:17][CH:18]=2)[CH:10]([CH2:11][NH2:12])[CH2:9]1)=[O:7])[CH2:4][CH3:5].[ClH:19].C(OCC)(=O)C. (3) The reactants are: [NH2:1][C:2]1[C:7]([C:8]#[N:9])=[C:6]([N:10]2[CH2:15][CH2:14][CH:13]([C:16]3[N:17]([CH2:30][CH2:31][N:32]4[CH2:35][CH2:34][CH2:33]4)[CH:18]=[C:19]([C:21]4[CH:26]=[CH:25][C:24]([F:27])=[C:23](OC)[CH:22]=4)[N:20]=3)[CH2:12][CH2:11]2)[N:5]=[CH:4][N:3]=1.N1(CCN2C=C(C3C=CC(F)=C(C)C=3)N=C2C2CCNCC2)CC[CH2:37]1.Cl.N1(CCN2C=C(C3C=CC(F)=C(OC)C=3)N=C2C2CCNCC2)CCC1. Given the product [NH2:1][C:2]1[C:7]([C:8]#[N:9])=[C:6]([N:10]2[CH2:15][CH2:14][CH:13]([C:16]3[N:17]([CH2:30][CH2:31][N:32]4[CH2:35][CH2:34][CH2:33]4)[CH:18]=[C:19]([C:21]4[CH:26]=[CH:25][C:24]([F:27])=[C:23]([CH3:37])[CH:22]=4)[N:20]=3)[CH2:12][CH2:11]2)[N:5]=[CH:4][N:3]=1, predict the reactants needed to synthesize it. (4) Given the product [CH3:39][C:4]1([CH3:38])[CH2:3][CH:2]([O:1][Si:54]([CH:61]([CH3:63])[CH3:62])([CH:58]([CH3:60])[CH3:59])[CH:55]([CH3:57])[CH3:56])[C:11]2[C:6](=[CH:7][CH:8]=[C:9]([N:12]3[C:17](=[O:18])[C:16]([CH2:19][C:20]4[CH:25]=[CH:24][C:23]([C:26]5[C:27]([C:32]#[N:33])=[CH:28][CH:29]=[CH:30][CH:31]=5)=[CH:22][CH:21]=4)=[C:15]([CH2:34][CH2:35][CH3:36])[N:14]=[C:13]3[CH3:37])[CH:10]=2)[O:5]1, predict the reactants needed to synthesize it. The reactants are: [OH:1][CH:2]1[C:11]2[C:6](=[CH:7][CH:8]=[C:9]([N:12]3[C:17](=[O:18])[C:16]([CH2:19][C:20]4[CH:25]=[CH:24][C:23]([C:26]5[C:27]([C:32]#[N:33])=[CH:28][CH:29]=[CH:30][CH:31]=5)=[CH:22][CH:21]=4)=[C:15]([CH2:34][CH2:35][CH3:36])[N:14]=[C:13]3[CH3:37])[CH:10]=2)[O:5][C:4]([CH3:39])([CH3:38])[CH2:3]1.N1C(C)=CC=CC=1C.FC(F)(F)S(O[Si:54]([CH:61]([CH3:63])[CH3:62])([CH:58]([CH3:60])[CH3:59])[CH:55]([CH3:57])[CH3:56])(=O)=O. (5) Given the product [Cl:9][C:4]1[N:3]=[C:2]([N:3]([CH2:4][CH3:5])[CH2:2][CH3:7])[CH:7]=[C:6]([CH3:8])[CH:5]=1, predict the reactants needed to synthesize it. The reactants are: Cl[C:2]1[CH:7]=[C:6]([CH3:8])[CH:5]=[C:4]([Cl:9])[N:3]=1. (6) Given the product [Br:1][C:2]1[C:10]2[C:5](=[CH:6][CH:7]=[C:8]([C:11]([OH:13])=[O:12])[CH:9]=2)[N:4]([C:16]([C:17]2[CH:22]=[CH:21][CH:20]=[CH:19][CH:18]=2)([C:23]2[CH:24]=[CH:25][CH:26]=[CH:27][CH:28]=2)[C:29]2[CH:34]=[CH:33][CH:32]=[CH:31][CH:30]=2)[N:3]=1, predict the reactants needed to synthesize it. The reactants are: [Br:1][C:2]1[C:10]2[C:5](=[CH:6][CH:7]=[C:8]([C:11]([O:13]CC)=[O:12])[CH:9]=2)[N:4]([C:16]([C:29]2[CH:34]=[CH:33][CH:32]=[CH:31][CH:30]=2)([C:23]2[CH:28]=[CH:27][CH:26]=[CH:25][CH:24]=2)[C:17]2[CH:22]=[CH:21][CH:20]=[CH:19][CH:18]=2)[N:3]=1.[Li+].[OH-].Cl.